Dataset: NCI-60 drug combinations with 297,098 pairs across 59 cell lines. Task: Regression. Given two drug SMILES strings and cell line genomic features, predict the synergy score measuring deviation from expected non-interaction effect. (1) Drug 1: C1=CC(=CC=C1CCC2=CNC3=C2C(=O)NC(=N3)N)C(=O)NC(CCC(=O)O)C(=O)O. Drug 2: C(CN)CNCCSP(=O)(O)O. Cell line: NCIH23. Synergy scores: CSS=4.13, Synergy_ZIP=-2.10, Synergy_Bliss=-0.424, Synergy_Loewe=-2.09, Synergy_HSA=0.0164. (2) Drug 1: CC1=C(C(CCC1)(C)C)C=CC(=CC=CC(=CC(=O)O)C)C. Drug 2: C1=NNC2=C1C(=O)NC=N2. Cell line: LOX IMVI. Synergy scores: CSS=-1.65, Synergy_ZIP=-0.360, Synergy_Bliss=-1.13, Synergy_Loewe=-2.67, Synergy_HSA=-2.91. (3) Drug 1: CS(=O)(=O)C1=CC(=C(C=C1)C(=O)NC2=CC(=C(C=C2)Cl)C3=CC=CC=N3)Cl. Drug 2: CCN(CC)CCCC(C)NC1=C2C=C(C=CC2=NC3=C1C=CC(=C3)Cl)OC. Cell line: NCI-H522. Synergy scores: CSS=8.30, Synergy_ZIP=-4.50, Synergy_Bliss=0.474, Synergy_Loewe=-4.02, Synergy_HSA=0.165.